From a dataset of Forward reaction prediction with 1.9M reactions from USPTO patents (1976-2016). Predict the product of the given reaction. (1) Given the reactants [CH3:1][NH:2][CH2:3][CH2:4][CH2:5][CH3:6].[N:7]([C:10]([CH3:16])([CH3:15])[CH2:11][C:12](Cl)=[O:13])=[N+:8]=[N-:9], predict the reaction product. The product is: [N:7]([C:10]([CH3:16])([CH3:15])[CH2:11][C:12]([N:2]([CH2:3][CH2:4][CH2:5][CH3:6])[CH3:1])=[O:13])=[N+:8]=[N-:9]. (2) Given the reactants [H-].[Al+3].[Li+].[H-].[H-].[H-].C([O:9][C:10](=O)[CH2:11][C:12]1[C:13]([CH2:19][CH3:20])=[N:14][NH:15][C:16]=1[CH2:17][CH3:18])C.O, predict the reaction product. The product is: [CH2:17]([C:16]1[C:12]([CH2:11][CH2:10][OH:9])=[C:13]([CH2:19][CH3:20])[NH:14][N:15]=1)[CH3:18].